This data is from Full USPTO retrosynthesis dataset with 1.9M reactions from patents (1976-2016). The task is: Predict the reactants needed to synthesize the given product. (1) Given the product [C:43]([C:45]1[CH:46]=[C:47]([CH:50]=[CH:51][CH:52]=1)[CH2:48][O:25][C:22]1[CH:21]=[CH:20][C:19]([CH2:18][C@H:17]([NH:26][C:27](=[O:37])[O:28][C@@H:29]2[C@H:36]3[C@H:32]([O:33][CH2:34][CH2:35]3)[O:31][CH2:30]2)[C@H:16]([OH:38])[CH2:15][N:14]([S:11]([C:9]2[CH:8]=[CH:7][C:6]3[O:1][CH2:2][CH2:3][O:4][C:5]=3[CH:10]=2)(=[O:12])=[O:13])[CH2:39][CH:40]([CH3:42])[CH3:41])=[CH:24][CH:23]=1)#[N:44], predict the reactants needed to synthesize it. The reactants are: [O:1]1[C:6]2[CH:7]=[CH:8][C:9]([S:11]([N:14]([CH2:39][CH:40]([CH3:42])[CH3:41])[CH2:15][C@@H:16]([OH:38])[C@@H:17]([NH:26][C:27](=[O:37])[O:28][C@@H:29]3[C@H:36]4[C@H:32]([O:33][CH2:34][CH2:35]4)[O:31][CH2:30]3)[CH2:18][C:19]3[CH:24]=[CH:23][C:22]([OH:25])=[CH:21][CH:20]=3)(=[O:13])=[O:12])=[CH:10][C:5]=2[O:4][CH2:3][CH2:2]1.[C:43]([C:45]1[CH:46]=[C:47]([CH:50]=[CH:51][CH:52]=1)[CH2:48]Cl)#[N:44].C(=O)([O-])[O-].[Cs+].[Cs+].CN(C)C=O. (2) Given the product [Cl:1][C:2]1[CH:3]=[CH:4][C:5]([C:8]2[N:12]([C:13]3[CH:18]=[CH:17][C:16]([Cl:19])=[CH:15][C:14]=3[Cl:20])[N:11]=[C:10]([C:21]([NH:48][N:49]3[CH2:54][CH2:53][CH2:52][CH2:51][CH2:50]3)=[O:23])[C:9]=2[S:24][CH3:25])=[CH:6][CH:7]=1, predict the reactants needed to synthesize it. The reactants are: [Cl:1][C:2]1[CH:7]=[CH:6][C:5]([C:8]2[N:12]([C:13]3[CH:18]=[CH:17][C:16]([Cl:19])=[CH:15][C:14]=3[Cl:20])[N:11]=[C:10]([C:21]([OH:23])=O)[C:9]=2[S:24][CH3:25])=[CH:4][CH:3]=1.C1C=NC2N(O)N=NC=2C=1.Cl.CN(C)CCCN=C=NCC.[NH2:48][N:49]1[CH2:54][CH2:53][CH2:52][CH2:51][CH2:50]1. (3) Given the product [O:25]1[CH2:28][CH:27]([N:29]2[CH2:34][CH2:33][CH:32]([O:35][C:36]3[CH:41]=[CH:40][C:39]([C:2]4[C:10]5[C:5](=[CH:6][CH:7]=[C:8]([NH:11][C:12](=[O:24])[CH:13]([N:19]6[CH2:23][CH2:22][CH2:21][CH2:20]6)[C:14]6[CH:18]=[CH:17][S:16][CH:15]=6)[CH:9]=5)[NH:4][N:3]=4)=[CH:38][CH:37]=3)[CH2:31][CH2:30]2)[CH2:26]1, predict the reactants needed to synthesize it. The reactants are: I[C:2]1[C:10]2[C:5](=[CH:6][CH:7]=[C:8]([NH:11][C:12](=[O:24])[CH:13]([N:19]3[CH2:23][CH2:22][CH2:21][CH2:20]3)[C:14]3[CH:18]=[CH:17][S:16][CH:15]=3)[CH:9]=2)[NH:4][N:3]=1.[O:25]1[CH2:28][CH:27]([N:29]2[CH2:34][CH2:33][CH:32]([O:35][C:36]3[CH:41]=[CH:40][C:39](B4OC(C)(C)C(C)(C)O4)=[CH:38][CH:37]=3)[CH2:31][CH2:30]2)[CH2:26]1. (4) Given the product [Cl:1][C:2]1[CH:3]=[C:4]([C:12]2[O:14][N:15]=[C:16]([C:17]3[CH:18]=[CH:19][C:20]([CH2:36][CH2:37][CH2:38][C:39]([O:41][CH2:42][CH3:43])=[O:40])=[C:21]4[C:25]=3[N:24]([S:26]([C:29]3[CH:34]=[CH:33][C:32]([CH3:35])=[CH:31][CH:30]=3)(=[O:28])=[O:27])[CH:23]=[CH:22]4)[N:44]=2)[CH:5]=[CH:6][C:7]=1[O:8][CH:9]([CH3:11])[CH3:10], predict the reactants needed to synthesize it. The reactants are: [Cl:1][C:2]1[CH:3]=[C:4]([C:12]([O:14][NH:15][C:16](=[NH:44])[C:17]2[CH:18]=[CH:19][C:20]([CH2:36][CH2:37][CH2:38][C:39]([O:41][CH2:42][CH3:43])=[O:40])=[C:21]3[C:25]=2[N:24]([S:26]([C:29]2[CH:34]=[CH:33][C:32]([CH3:35])=[CH:31][CH:30]=2)(=[O:28])=[O:27])[CH:23]=[CH:22]3)=O)[CH:5]=[CH:6][C:7]=1[O:8][CH:9]([CH3:11])[CH3:10].CCOC(C)=O. (5) Given the product [CH3:1][C:2]1([C:8]([NH2:17])=[O:10])[CH2:7][CH2:6][O:5][CH2:4][CH2:3]1, predict the reactants needed to synthesize it. The reactants are: [CH3:1][C:2]1([C:8]([OH:10])=O)[CH2:7][CH2:6][O:5][CH2:4][CH2:3]1.C1C=CC2N(O)N=[N:17]C=2C=1.C(Cl)CCl.